This data is from Reaction yield outcomes from USPTO patents with 853,638 reactions. The task is: Predict the reaction yield, written as a fraction of the theoretical maximum amount of product (1.0 means a 100% yield; for example, 0.34 means a 34% yield). (1) The catalyst is ClCCl. The reactants are [F:1][C:2]([F:52])([F:51])[C:3]1[CH:4]=[C:5]([CH:48]=[CH:49][CH:50]=1)[CH2:6][NH:7][C:8]([C:10]1[CH:15]=[CH:14][N:13]=[C:12]([C:16]2[CH:21]=[C:20]([N:22]3[CH2:27][CH2:26][CH2:25][CH2:24][CH2:23]3)[CH:19]=[CH:18][C:17]=2[NH:28][C:29]([C:31]2[CH:32]=[C:33]([CH:45]=[CH:46][CH:47]=2)[CH2:34][S:35][CH2:36][CH2:37][C:38]([O:40]C(C)(C)C)=[O:39])=[O:30])[CH:11]=1)=[O:9].FC(F)(F)C(O)=O. The yield is 0.660. The product is [F:51][C:2]([F:1])([F:52])[C:3]1[CH:4]=[C:5]([CH:48]=[CH:49][CH:50]=1)[CH2:6][NH:7][C:8]([C:10]1[CH:15]=[CH:14][N:13]=[C:12]([C:16]2[CH:21]=[C:20]([N:22]3[CH2:23][CH2:24][CH2:25][CH2:26][CH2:27]3)[CH:19]=[CH:18][C:17]=2[NH:28][C:29]([C:31]2[CH:32]=[C:33]([CH:45]=[CH:46][CH:47]=2)[CH2:34][S:35][CH2:36][CH2:37][C:38]([OH:40])=[O:39])=[O:30])[CH:11]=1)=[O:9]. (2) The reactants are [CH2:1]1[C:5]2([CH2:10][CH2:9][O:8][CH2:7][CH2:6]2)[CH2:4][C@@H:3]([C:11]([O:13]CC)=[O:12])[N:2]1[C:16]([O:18][CH2:19][C:20]1[CH:25]=[CH:24][CH:23]=[CH:22][CH:21]=1)=[O:17].O.[OH-].[Li+].Cl. The yield is 1.00. The product is [C:20]1([CH2:19][O:18][C:16]([N:2]2[C@H:3]([C:11]([OH:13])=[O:12])[CH2:4][C:5]3([CH2:10][CH2:9][O:8][CH2:7][CH2:6]3)[CH2:1]2)=[O:17])[CH:25]=[CH:24][CH:23]=[CH:22][CH:21]=1. The catalyst is C1COCC1.O.CO. (3) The reactants are [C:1]1([CH3:11])[CH:6]=[CH:5][C:4]([S:7](Cl)(=[O:9])=[O:8])=[CH:3][CH:2]=1.[C:12]([O:15][C@H:16]1[C@@:38]2([CH3:39])[C:28](=[CH:29][CH2:30][C@@H:31]2[C:32]2([O:37][CH2:36][CH2:35][O:34]2)[CH3:33])[C@H:27]2[C@@H:18]([C@:19]3([CH3:41])[C:24](=[CH:25][CH2:26]2)[CH2:23][C@@H:22]([OH:40])[CH2:21][CH2:20]3)[CH2:17]1)(=[O:14])[CH3:13].O. The catalyst is N1C=CC=CC=1. The product is [C:12]([O:15][C@H:16]1[C@@:38]2([CH3:39])[C:28](=[CH:29][CH2:30][C@:31]32[O:34][CH2:35][CH2:36][O:37][CH:32]3[CH3:33])[C@H:27]2[C@@H:18]([C@:19]3([CH3:41])[C:24](=[CH:25][CH2:26]2)[CH2:23][C@@H:22]([O:40][S:7]([C:4]2[CH:5]=[CH:6][C:1]([CH3:11])=[CH:2][CH:3]=2)(=[O:9])=[O:8])[CH2:21][CH2:20]3)[CH2:17]1)(=[O:14])[CH3:13]. The yield is 0.840. (4) The reactants are Cl[C:2]1[N:7]=[N:6][C:5]([O:8][CH3:9])=[C:4]([N:10]2[CH2:15][CH2:14][O:13][CH2:12][CH2:11]2)[CH:3]=1.[CH3:16][C:17]1[CH:23]=[CH:22][C:20]([NH2:21])=[CH:19][C:18]=1B1OC(C)(C)C(C)(C)O1.C([O-])([O-])=O.[Na+].[Na+].C(Cl)Cl. The catalyst is COCCOC. The product is [CH3:9][O:8][C:5]1[N:6]=[N:7][C:2]([C:18]2[CH:19]=[C:20]([CH:22]=[CH:23][C:17]=2[CH3:16])[NH2:21])=[CH:3][C:4]=1[N:10]1[CH2:15][CH2:14][O:13][CH2:12][CH2:11]1. The yield is 0.780. (5) The reactants are O1CCCC1.[F:6][C:7]1[CH:8]=[C:9]([CH:22]=[CH:23][CH:24]=1)[O:10][C:11]1[CH:16]=[CH:15][C:14]([CH2:17][C:18](Cl)=[N:19][OH:20])=[CH:13][CH:12]=1.[C:25]([C:27]1[C:28]([NH2:33])=[N:29][CH:30]=[CH:31][CH:32]=1)#[CH:26].C(N(CC)CC)C. The catalyst is O. The product is [F:6][C:7]1[CH:8]=[C:9]([CH:22]=[CH:23][CH:24]=1)[O:10][C:11]1[CH:16]=[CH:15][C:14]([CH2:17][C:18]2[CH:26]=[C:25]([C:27]3[C:28]([NH2:33])=[N:29][CH:30]=[CH:31][CH:32]=3)[O:20][N:19]=2)=[CH:13][CH:12]=1. The yield is 0.253.